Dataset: Forward reaction prediction with 1.9M reactions from USPTO patents (1976-2016). Task: Predict the product of the given reaction. (1) Given the reactants [C:1]([C:5]1[CH:22]=[CH:21][C:8]([CH2:9][N:10]2[C:14](=[O:15])[N:13]([CH2:16][CH2:17][CH3:18])[C:12]([CH2:19][OH:20])=[N:11]2)=[CH:7][CH:6]=1)([CH3:4])([CH3:3])[CH3:2].C([O:27][C:28](=[O:42])[C:29]([CH3:41])([S:31][C:32]1[CH:40]=[CH:39][C:35]([C:36](O)=[O:37])=[CH:34][CH:33]=1)[CH3:30])(C)(C)C.C(Cl)CCl, predict the reaction product. The product is: [C:1]([C:5]1[CH:22]=[CH:21][C:8]([CH2:9][N:10]2[C:14](=[O:15])[N:13]([CH2:16][CH2:17][CH3:18])[C:12]([CH2:19][O:20][C:36]([C:35]3[CH:34]=[CH:33][C:32]([S:31][C:29]([CH3:41])([CH3:30])[C:28]([OH:42])=[O:27])=[CH:40][CH:39]=3)=[O:37])=[N:11]2)=[CH:7][CH:6]=1)([CH3:2])([CH3:3])[CH3:4]. (2) Given the reactants FC(F)(F)S(O[C:7]1[CH2:16][CH2:15][C:14]2[C:9](=[CH:10][C:11]([O:19][CH3:20])=[C:12]([O:17][CH3:18])[CH:13]=2)[CH:8]=1)(=O)=O.[C:23]([O:27][CH2:28][CH3:29])(=[O:26])[C:24]#[CH:25].C([O-])(=O)C.[Na+], predict the reaction product. The product is: [CH3:18][O:17][C:12]1[CH:13]=[C:14]2[C:9](=[CH:10][C:11]=1[O:19][CH3:20])[CH:8]=[C:7]([C:25]#[C:24][C:23]([O:27][CH2:28][CH3:29])=[O:26])[CH2:16][CH2:15]2.